From a dataset of Full USPTO retrosynthesis dataset with 1.9M reactions from patents (1976-2016). Predict the reactants needed to synthesize the given product. (1) Given the product [CH2:1]([O:3][C:4]1[CH:9]=[N:8][C:7]([C:10]2[CH:11]=[C:12]([CH:13]=[CH:14][CH:15]=2)[CH2:26][C:27]2[C:32](=[O:33])[CH:31]=[CH:30][N:29]([C:34]3[CH:35]=[N:36][N:37]([CH3:39])[CH:38]=3)[N:28]=2)=[N:6][CH:5]=1)[CH3:2], predict the reactants needed to synthesize it. The reactants are: [CH2:1]([O:3][C:4]1[CH:5]=[N:6][C:7]([C:10]2[CH:15]=[CH:14][CH:13]=[C:12](B3OC(C)(C)C(C)(C)O3)[CH:11]=2)=[N:8][CH:9]=1)[CH3:2].Cl[CH2:26][C:27]1[C:32](=[O:33])[CH:31]=[CH:30][N:29]([C:34]2[CH:35]=[N:36][N:37]([CH3:39])[CH:38]=2)[N:28]=1.[O-]P([O-])([O-])=O.[K+].[K+].[K+].O. (2) The reactants are: [Cl:1][C:2]1[CH:3]=[C:4]([OH:23])[CH:5]=[CH:6][C:7]=1[CH:8]([CH3:22])[C:9]([C:15]1[CH:20]=[CH:19][N:18]=[C:17]([Cl:21])[CH:16]=1)([OH:14])[C:10]([F:13])([F:12])[F:11].C(N(CC)CC)C.[F:31][C:32]([F:45])([F:44])[S:33](O[S:33]([C:32]([F:45])([F:44])[F:31])(=[O:35])=[O:34])(=[O:35])=[O:34]. Given the product [Cl:1][C:2]1[CH:3]=[C:4]([O:23][S:33]([C:32]([F:45])([F:44])[F:31])(=[O:35])=[O:34])[CH:5]=[CH:6][C:7]=1[CH:8]([CH3:22])[C:9]([C:15]1[CH:20]=[CH:19][N:18]=[C:17]([Cl:21])[CH:16]=1)([OH:14])[C:10]([F:13])([F:12])[F:11], predict the reactants needed to synthesize it. (3) Given the product [S:2]1[C:19]2[CH:20]([C:26]([O:28][CH3:29])=[O:27])[CH2:21][CH2:22][CH2:23][C:24]=2[N:17]=[CH:15]1, predict the reactants needed to synthesize it. The reactants are: P12(SP3(SP(SP(S3)(S1)=S)(=S)S2)=S)=[S:2].[CH:15]([NH2:17])=O.Br[CH:19]1[C:24](=O)[CH2:23][CH2:22][CH2:21][CH:20]1[C:26]([O:28][CH3:29])=[O:27]. (4) Given the product [CH3:38][C:39]1[CH:40]=[CH:41][C:42]([S:45]([O:48][CH2:49][CH:50]2[CH2:54][C:53]3[CH:55]=[CH:56][CH:57]=[C:58]([C:59]4[CH:64]=[CH:63][CH:62]=[C:61]([CH3:69])[CH:60]=4)[C:52]=3[O:51]2)(=[O:46])=[O:47])=[CH:43][CH:44]=1, predict the reactants needed to synthesize it. The reactants are: CC1C=CC(S(OCC2CC3C=CC=C(OS(C(F)(F)F)(=O)=O)C=3O2)(=O)=O)=CC=1.P([O-])([O-])([O-])=O.[K+].[K+].[K+].[CH3:38][C:39]1[CH:44]=[CH:43][C:42]([S:45]([O:48][CH2:49][CH:50]2[CH2:54][C:53]3[CH:55]=[CH:56][CH:57]=[C:58]([C:59]4[CH:64]=[C:63](C(F)(F)F)[CH:62]=[C:61]([C:69](F)(F)F)[CH:60]=4)[C:52]=3[O:51]2)(=[O:47])=[O:46])=[CH:41][CH:40]=1. (5) Given the product [Br:1][C:2]1[CH:10]=[C:9]([F:11])[C:8]([F:12])=[CH:7][C:3]=1[C:4]([O:6][CH3:14])=[O:5], predict the reactants needed to synthesize it. The reactants are: [Br:1][C:2]1[CH:10]=[C:9]([F:11])[C:8]([F:12])=[CH:7][C:3]=1[C:4]([OH:6])=[O:5].Cl.[CH3:14]O. (6) The reactants are: [F-:1].C([N+](CCCC)(CCCC)CCCC)CCC.CC1C=CC(S(O[CH2:30][CH2:31][CH:32]2[CH2:36][C:35](=[O:37])[N:34]([CH2:38][C:39]3[N:46]4[C:42]([S:43][C:44]([CH2:47][O:48][CH3:49])=[N:45]4)=[N:41][C:40]=3[Cl:50])[CH2:33]2)(=O)=O)=CC=1.O. Given the product [Cl:50][C:40]1[N:41]=[C:42]2[N:46]([C:39]=1[CH2:38][N:34]1[CH2:33][CH:32]([CH2:31][CH2:30][F:1])[CH2:36][C:35]1=[O:37])[N:45]=[C:44]([CH2:47][O:48][CH3:49])[S:43]2, predict the reactants needed to synthesize it. (7) Given the product [N:30]1[CH:35]=[CH:34][CH:33]=[CH:32][C:31]=1[C:9]1[CH:10]=[CH:11][C:12]([CH2:13][N:14]2[C:22]3[C:17](=[CH:18][CH:19]=[CH:20][C:21]=3[C:23]([O:25][CH3:26])=[O:24])[CH:16]=[CH:15]2)=[CH:27][CH:28]=1, predict the reactants needed to synthesize it. The reactants are: CC1(C)C(C)(C)OB([C:9]2[CH:28]=[CH:27][C:12]([CH2:13][N:14]3[C:22]4[C:17](=[CH:18][CH:19]=[CH:20][C:21]=4[C:23]([O:25][CH3:26])=[O:24])[CH:16]=[CH:15]3)=[CH:11][CH:10]=2)O1.[N:30]1[CH:35]=[CH:34][CH:33]=[CH:32][C:31]=1OS(C(F)(F)F)(=O)=O.P([O-])([O-])([O-])=O.[K+].[K+].[K+].C1(C2C=CC=CC=2)C=CC=CC=1P(C1CCCCC1)C1CCCCC1.